This data is from Reaction yield outcomes from USPTO patents with 853,638 reactions. The task is: Predict the reaction yield, written as a fraction of the theoretical maximum amount of product (1.0 means a 100% yield; for example, 0.34 means a 34% yield). The reactants are [CH3:1][O:2][C:3]1[CH:4]=[C:5]2[C:10](=[CH:11][C:12]=1[O:13][CH3:14])[N:9]=[CH:8][CH:7]=[C:6]2[O:15][C:16]1[CH:22]=[CH:21][C:19]([NH2:20])=[C:18]([CH3:23])[C:17]=1[CH3:24].Cl[C:26](Cl)([O:28][C:29](=[O:35])OC(Cl)(Cl)Cl)Cl.[CH3:37][N:38]1[CH2:43]C[CH2:41][CH:40](O)[CH2:39]1.C(=O)(O)[O-].[Na+]. The catalyst is C(Cl)Cl.C(N(CC)CC)C.C1(C)C=CC=CC=1. The product is [CH3:1][O:2][C:3]1[CH:4]=[C:5]2[C:10](=[CH:11][C:12]=1[O:13][CH3:14])[N:9]=[CH:8][CH:7]=[C:6]2[O:15][C:16]1[CH:22]=[CH:21][C:19]([NH:20][C:29](=[O:35])[O:28][CH:26]2[CH2:41][CH2:40][CH2:39][N:38]([CH3:43])[CH2:37]2)=[C:18]([CH3:23])[C:17]=1[CH3:24]. The yield is 0.270.